Dataset: Reaction yield outcomes from USPTO patents with 853,638 reactions. Task: Predict the reaction yield, written as a fraction of the theoretical maximum amount of product (1.0 means a 100% yield; for example, 0.34 means a 34% yield). (1) The reactants are [CH2:1]([OH:4])[C:2]#[CH:3].[CH2:5]([O:12][C:13](=[O:21])[N:14]([CH2:18][C:19]#[CH:20])[CH2:15][C:16]#[CH:17])[C:6]1[CH:11]=[CH:10][CH:9]=[CH:8][CH:7]=1.C(Cl)Cl. The catalyst is C1(C)C=CC=CC=1. The product is [CH2:5]([O:12][C:13]([N:14]1[CH2:18][C:19]2[C:16](=[CH:17][CH:3]=[C:2]([CH2:1][OH:4])[CH:20]=2)[CH2:15]1)=[O:21])[C:6]1[CH:11]=[CH:10][CH:9]=[CH:8][CH:7]=1. The yield is 1.13. (2) The reactants are CC1(C)[O:6][C@@H:5]([CH2:7][O:8][NH:9][C:10]([C:12]2[O:20][C:19]3[CH:18]=[CH:17][N:16]=[CH:15][C:14]=3[C:13]=2[NH:21][C:22]2[CH:27]=[CH:26][C:25]([I:28])=[CH:24][C:23]=2[Cl:29])=[O:11])[CH2:4][O:3]1. The catalyst is CO. The product is [OH:6][C@H:5]([CH2:4][OH:3])[CH2:7][O:8][NH:9][C:10]([C:12]1[O:20][C:19]2[CH:18]=[CH:17][N:16]=[CH:15][C:14]=2[C:13]=1[NH:21][C:22]1[CH:27]=[CH:26][C:25]([I:28])=[CH:24][C:23]=1[Cl:29])=[O:11]. The yield is 0.180.